From a dataset of Full USPTO retrosynthesis dataset with 1.9M reactions from patents (1976-2016). Predict the reactants needed to synthesize the given product. (1) Given the product [CH2:29]([O:28][C:27]1[CH:26]=[CH:25][C:22]([CH:23]=[O:24])=[CH:21][C:20]=1[CH2:19][N:8]1[C:9]2[C:14](=[CH:13][CH:12]=[CH:11][CH:10]=2)[CH:15]=[C:7]1[C:1]1[CH:6]=[CH:5][CH:4]=[CH:3][CH:2]=1)[CH:30]([CH3:32])[CH3:31], predict the reactants needed to synthesize it. The reactants are: [C:1]1([C:7]2[NH:8][C:9]3[C:14]([CH:15]=2)=[CH:13][CH:12]=[CH:11][CH:10]=3)[CH:6]=[CH:5][CH:4]=[CH:3][CH:2]=1.[H-].[Na+].Cl[CH2:19][C:20]1[CH:21]=[C:22]([CH:25]=[CH:26][C:27]=1[O:28][CH2:29][CH:30]([CH3:32])[CH3:31])[CH:23]=[O:24].[I-].[Na+]. (2) Given the product [CH:23]1([CH2:26][O:27][C:28]2[C:35]([F:36])=[CH:34][CH:33]=[CH:32][C:29]=2/[CH:30]=[CH:1]/[C:2]2[N:3]=[C:4]3[S:22][CH:21]=[CH:20][N:5]3[C:6](=[O:19])[C:7]=2[C:8]2[CH:13]=[CH:12][C:11]([O:14][C:15]([F:17])([F:18])[F:16])=[CH:10][CH:9]=2)[CH2:24][CH2:25]1, predict the reactants needed to synthesize it. The reactants are: [CH3:1][C:2]1[N:3]=[C:4]2[S:22][CH:21]=[CH:20][N:5]2[C:6](=[O:19])[C:7]=1[C:8]1[CH:13]=[CH:12][C:11]([O:14][C:15]([F:18])([F:17])[F:16])=[CH:10][CH:9]=1.[CH:23]1([CH2:26][O:27][C:28]2[C:35]([F:36])=[CH:34][CH:33]=[CH:32][C:29]=2[CH:30]=O)[CH2:25][CH2:24]1.[O-]CC.[Na+]. (3) Given the product [F:26][C:27]([F:47])([F:46])[S:28]([O:25][C:8]1[CH:7]=[CH:6][C:5]2[N:4]([C:1](=[O:3])[CH3:2])[CH:13]([CH:14]3[CH2:16][CH2:15]3)[CH:12]([CH3:17])[CH:11]([NH:18][C:19]3[CH:24]=[CH:23][CH:22]=[CH:21][CH:20]=3)[C:10]=2[N:9]=1)(=[O:30])=[O:29], predict the reactants needed to synthesize it. The reactants are: [C:1]([N:4]1[CH:13]([CH:14]2[CH2:16][CH2:15]2)[CH:12]([CH3:17])[CH:11]([NH:18][C:19]2[CH:24]=[CH:23][CH:22]=[CH:21][CH:20]=2)[C:10]2[NH:9][C:8](=[O:25])[CH:7]=[CH:6][C:5]1=2)(=[O:3])[CH3:2].[F:26][C:27]([F:47])([F:46])[S:28](N(C1C=CC(Cl)=CN=1)[S:28]([C:27]([F:47])([F:46])[F:26])(=[O:30])=[O:29])(=[O:30])=[O:29].CCN(CC)CC. (4) Given the product [CH2:67]([O:66][CH2:65][CH2:64][CH2:63][C:49]1([CH2:48][NH2:45])[C:50]2[CH:51]=[CH:52][CH:53]=[CH:54][C:55]=2[O:56][C:57]2[C:62]1=[CH:61][CH:60]=[CH:59][CH:58]=2)[CH3:68], predict the reactants needed to synthesize it. The reactants are: C(C1(CN)C2C=CC=CC=2OC2C1=CC=CC=2)CCCCC.C(OCCCC1(CO)C2C=CC=CC=2OC2C1=CC=CC=2)C.[N:45]([CH2:48][C:49]1([CH2:63][CH2:64][CH2:65][O:66][CH2:67][CH3:68])[C:62]2[CH:61]=[CH:60][CH:59]=[CH:58][C:57]=2[O:56][C:55]2[C:50]1=[CH:51][CH:52]=[CH:53][CH:54]=2)=[N+]=[N-].